This data is from Reaction yield outcomes from USPTO patents with 853,638 reactions. The task is: Predict the reaction yield, written as a fraction of the theoretical maximum amount of product (1.0 means a 100% yield; for example, 0.34 means a 34% yield). (1) The product is [CH:42]1([CH:7]([NH:18][C:19]2[CH:20]=[CH:21][C:22]([C:25]([N:29]([CH3:28])[CH2:30][CH2:31][C:32]([O:34][CH2:35][CH3:36])=[O:33])=[O:27])=[N:23][CH:24]=2)[C:8]2[S:9][C:10]3[CH:17]=[CH:16][CH:15]=[CH:14][C:11]=3[C:12]=2[CH3:13])[CH2:47][CH2:46][CH2:45][CH2:44][CH2:43]1. The yield is 0.540. The catalyst is CN(C)C=O.C(N(CC)CC)C. The reactants are C1([CH:7]([NH:18][C:19]2[CH:20]=[CH:21][C:22]([C:25]([OH:27])=O)=[N:23][CH:24]=2)[C:8]2[S:9][C:10]3[CH:17]=[CH:16][CH:15]=[CH:14][C:11]=3[C:12]=2[CH3:13])CCCCC1.[CH3:28][NH:29][CH2:30][CH2:31][C:32]([O:34][CH2:35][CH3:36])=[O:33].O.ON1[C:43]2[CH:44]=[CH:45][CH:46]=[CH:47][C:42]=2N=N1.Cl.C(N=C=NCCCN(C)C)C.[Cl-].[NH4+]. (2) The reactants are P(Cl)(Cl)(Cl)(Cl)Cl.P(Cl)(Cl)([Cl:9])=O.[N+:12]([C:15]1[CH:16]=[N:17][CH:18]=[CH:19][C:20]=1O)([O-:14])=[O:13]. No catalyst specified. The product is [Cl:9][C:20]1[CH:19]=[CH:18][N:17]=[CH:16][C:15]=1[N+:12]([O-:14])=[O:13]. The yield is 0.890. (3) The reactants are [NH:1]1[CH:8]=[CH:7][C:5](=[O:6])[NH:4][C:2]1=[O:3].S(=O)(=O)(O)O.[F:14][C:15](I)([F:17])[F:16].OO. The catalyst is S([O-])([O-])(=O)=O.[Fe+2].CS(C)=O. The product is [F:14][C:15]([F:17])([F:16])[C:7]1[C:5](=[O:6])[NH:4][C:2](=[O:3])[NH:1][CH:8]=1. The yield is 0.940. (4) The yield is 0.490. The product is [F:13][C:14]1[CH:19]=[C:18]([N:4]2[CH:1]=[CH:70][CH:69]=[CH:68][C:67]2=[O:66])[CH:17]=[CH:16][C:15]=1[CH:21]([C:42]([C:44]1[N:48]([C:49]2[CH:50]=[CH:51][C:52]([O:55][CH3:56])=[CH:53][CH:54]=2)[N:47]=[C:46]([C:57]([F:58])([F:60])[F:59])[CH:45]=1)=[O:43])[C:22]([O:24][CH3:25])=[O:23]. The reactants are [CH:1]([NH:4]C(C)C)(C)C.C([Li])CCC.[F:13][C:14]1[CH:19]=[C:18](I)[CH:17]=[CH:16][C:15]=1[CH2:21][C:22]([O:24][CH3:25])=[O:23].[CH3:56][O:55][C:52]1[CH:51]=[CH:50][C:49]([N:48]2[C:44]([C:42](O[C:42]([C:44]3[N:48]([C:49]4[CH:54]=[CH:53][C:52]([O:55][CH3:56])=[CH:51][CH:50]=4)[N:47]=[C:46]([C:57]([F:60])([F:59])[F:58])[CH:45]=3)=[O:43])=[O:43])=[CH:45][C:46]([C:57]([F:60])([F:59])[F:58])=[N:47]2)=[CH:54][CH:53]=1.Cl.[O:66]1[CH2:70][CH2:69][CH2:68][CH2:67]1. The catalyst is CN(C)P(N(C)C)(N(C)C)=O. (5) The catalyst is COCCOC.C1C=CC(P(C2C=CC=CC=2)[C-]2C=CC=C2)=CC=1.C1C=CC(P(C2C=CC=CC=2)[C-]2C=CC=C2)=CC=1.Cl[Pd]Cl.[Fe+2]. The product is [CH2:10]=[C:9]([C:5]1[CH:4]=[N:3][C:2]([NH2:1])=[N:7][CH:6]=1)[CH3:11]. The yield is 1.62. The reactants are [NH2:1][C:2]1[N:7]=[CH:6][C:5](Br)=[CH:4][N:3]=1.[C:9](B1OC(C)(C)C(C)(C)O1)([CH3:11])=[CH2:10].C(=O)([O-])[O-].[Na+].[Na+]. (6) The reactants are [CH2:1]([N:3]([CH2:19][CH3:20])[CH2:4][CH2:5][N:6]1[CH2:11][CH2:10][C:9]2[NH:12][C:13]([CH:16]=O)=[C:14]([CH3:15])[C:8]=2[C:7]1=[O:18])[CH3:2].[Cl:21][C:22]1[CH:27]=[CH:26][C:25]([C:28]2[CH:36]=[CH:35][CH:34]=[C:33]3[C:29]=2[CH2:30][C:31](=[O:37])[NH:32]3)=[C:24]([F:38])[CH:23]=1. No catalyst specified. The product is [Cl:21][C:22]1[CH:27]=[CH:26][C:25]([C:28]2[CH:36]=[CH:35][CH:34]=[C:33]3[C:29]=2[C:30](=[CH:16][C:13]2[NH:12][C:9]4[CH2:10][CH2:11][N:6]([CH2:5][CH2:4][N:3]([CH2:19][CH3:20])[CH2:1][CH3:2])[C:7](=[O:18])[C:8]=4[C:14]=2[CH3:15])[C:31](=[O:37])[NH:32]3)=[C:24]([F:38])[CH:23]=1. The yield is 0.389. (7) The reactants are [CH3:1][C:2]12[CH2:22][CH:6]([N:7]([C:9]([C:11]3[CH:19]=[C:18]4[C:14]([C:15]([C:20]#[N:21])=[CH:16][NH:17]4)=[CH:13][CH:12]=3)=[O:10])[CH2:8]1)[CH2:5][C:4]([CH3:24])([CH3:23])[CH2:3]2.[N-:25]=[N+:26]=[N-:27].[Na+].[OH-].[Na+]. The catalyst is O.[Br-].[Zn+2].[Br-]. The product is [N:21]1[NH:25][N:26]=[N:27][C:20]=1[C:15]1[C:14]2[C:18](=[CH:19][C:11]([C:9]([N:7]3[CH2:8][C:2]4([CH3:1])[CH2:22][CH:6]3[CH2:5][C:4]([CH3:24])([CH3:23])[CH2:3]4)=[O:10])=[CH:12][CH:13]=2)[NH:17][CH:16]=1. The yield is 0.0500.